From a dataset of Reaction yield outcomes from USPTO patents with 853,638 reactions. Predict the reaction yield, written as a fraction of the theoretical maximum amount of product (1.0 means a 100% yield; for example, 0.34 means a 34% yield). (1) The reactants are [CH2:1]([NH2:8])[C:2]1[CH:7]=[CH:6][CH:5]=[CH:4][CH:3]=1.[C:9]([O:14][CH3:15])(=[O:13])[C:10]([CH3:12])=[CH2:11]. The catalyst is CO. The product is [CH2:1]([NH:8][CH2:11][CH:10]([CH3:12])[C:9]([O:14][CH3:15])=[O:13])[C:2]1[CH:7]=[CH:6][CH:5]=[CH:4][CH:3]=1. The yield is 0.570. (2) The reactants are [Cl:1][CH2:2]C(CCl)=O.[CH2:7]([O:14][C:15]([NH:17][C@H:18]([C:26]([OH:28])=O)[CH2:19][C:20]1[CH:25]=[CH:24][CH:23]=[CH:22][CH:21]=1)=[O:16])[C:8]1[CH:13]=[CH:12][CH:11]=[CH:10][CH:9]=1.[BH4-].[Na+]. The catalyst is CO.O1CCCC1. The product is [CH2:7]([O:14][C:15]([NH:17][C@@H:18]([CH2:19][C:20]1[CH:21]=[CH:22][CH:23]=[CH:24][CH:25]=1)[C@H:26]([OH:28])[CH2:2][Cl:1])=[O:16])[C:8]1[CH:9]=[CH:10][CH:11]=[CH:12][CH:13]=1. The yield is 0.430. (3) The reactants are [S:1]1[C:12]2[C:11]3[CH:10]=[CH:9][CH:8]=[CH:7][C:6]=3[NH:5][C:4]=2[CH:3]=[CH:2]1.Br[C:14]1[CH:19]=[CH:18][C:17]([O:20][CH2:21][CH2:22][CH2:23][CH2:24][CH2:25][CH2:26][CH2:27][CH3:28])=[CH:16][CH:15]=1.C(O[Na])(C)(C)C.C(P)(C)(C)C. The catalyst is C1C=CC(/C=C/C(/C=C/C2C=CC=CC=2)=O)=CC=1.C1C=CC(/C=C/C(/C=C/C2C=CC=CC=2)=O)=CC=1.C1C=CC(/C=C/C(/C=C/C2C=CC=CC=2)=O)=CC=1.[Pd].[Pd].C1(C)C(C)=CC=CC=1. The product is [CH2:21]([O:20][C:17]1[CH:16]=[CH:15][C:14]([N:5]2[C:6]3[CH:7]=[CH:8][CH:9]=[CH:10][C:11]=3[C:12]3[S:1][CH:2]=[CH:3][C:4]2=3)=[CH:19][CH:18]=1)[CH2:22][CH2:23][CH2:24][CH2:25][CH2:26][CH2:27][CH3:28]. The yield is 0.820. (4) The reactants are [O:1]1[CH:5]=[CH:4][CH:3]=[C:2]1[C:6]1[CH:11]=[C:10]([O:12][CH3:13])[C:9]([OH:14])=[C:8]([O:15][CH3:16])[CH:7]=1.C([O-])([O-])=O.[Cs+].[Cs+].I[CH2:24][CH3:25].Cl. The catalyst is CN(C=O)C.O.CCOC(C)=O. The product is [CH2:24]([O:14][C:9]1[C:8]([O:15][CH3:16])=[CH:7][C:6]([C:2]2[O:1][CH:5]=[CH:4][CH:3]=2)=[CH:11][C:10]=1[O:12][CH3:13])[CH3:25]. The yield is 0.920. (5) The reactants are [CH3:1][O:2][C:3]1[CH:8]=[CH:7][C:6]([N:9]2[CH2:14][CH2:13][N:12]([CH2:15][CH2:16][C:17]#[N:18])[CH2:11][CH2:10]2)=[CH:5][CH:4]=1.[H-].[H-].[H-].[H-].[Li+].[Al+3]. The catalyst is CCOCC. The product is [CH3:1][O:2][C:3]1[CH:4]=[CH:5][C:6]([N:9]2[CH2:10][CH2:11][N:12]([CH2:15][CH2:16][CH2:17][NH2:18])[CH2:13][CH2:14]2)=[CH:7][CH:8]=1. The yield is 0.840. (6) The reactants are [CH2:1]([O:8][C@H:9]1[CH2:13][N:12]([C:14]([O:16][C:17]([CH3:20])([CH3:19])[CH3:18])=[O:15])[C@H:11]([C:21](OC)=[O:22])[CH2:10]1)[C:2]1[CH:7]=[CH:6][CH:5]=[CH:4][CH:3]=1.[Li+].[BH4-].O. The catalyst is C1COCC1. The product is [CH2:1]([O:8][C@H:9]1[CH2:13][N:12]([C:14]([O:16][C:17]([CH3:18])([CH3:19])[CH3:20])=[O:15])[C@H:11]([CH2:21][OH:22])[CH2:10]1)[C:2]1[CH:7]=[CH:6][CH:5]=[CH:4][CH:3]=1. The yield is 0.880.